Regression. Given two drug SMILES strings and cell line genomic features, predict the synergy score measuring deviation from expected non-interaction effect. From a dataset of NCI-60 drug combinations with 297,098 pairs across 59 cell lines. (1) Drug 2: COC1=C(C=C2C(=C1)N=CN=C2NC3=CC(=C(C=C3)F)Cl)OCCCN4CCOCC4. Cell line: MCF7. Synergy scores: CSS=21.7, Synergy_ZIP=1.65, Synergy_Bliss=6.04, Synergy_Loewe=7.17, Synergy_HSA=7.33. Drug 1: CC12CCC(CC1=CCC3C2CCC4(C3CC=C4C5=CN=CC=C5)C)O. (2) Drug 1: CC(CN1CC(=O)NC(=O)C1)N2CC(=O)NC(=O)C2. Drug 2: C1=CC=C(C=C1)NC(=O)CCCCCCC(=O)NO. Cell line: CAKI-1. Synergy scores: CSS=44.3, Synergy_ZIP=-9.55, Synergy_Bliss=-0.521, Synergy_Loewe=4.03, Synergy_HSA=4.34. (3) Drug 1: CS(=O)(=O)CCNCC1=CC=C(O1)C2=CC3=C(C=C2)N=CN=C3NC4=CC(=C(C=C4)OCC5=CC(=CC=C5)F)Cl. Drug 2: C1=NC2=C(N1)C(=S)N=CN2. Cell line: M14. Synergy scores: CSS=44.8, Synergy_ZIP=0.172, Synergy_Bliss=1.59, Synergy_Loewe=-20.2, Synergy_HSA=0.916. (4) Drug 1: C1CC(C1)(C(=O)O)C(=O)O.[NH2-].[NH2-].[Pt+2]. Drug 2: COC1=NC(=NC2=C1N=CN2C3C(C(C(O3)CO)O)O)N. Cell line: SF-539. Synergy scores: CSS=6.31, Synergy_ZIP=1.16, Synergy_Bliss=7.36, Synergy_Loewe=0.295, Synergy_HSA=0.0584. (5) Drug 1: C1CN(CCN1C(=O)CCBr)C(=O)CCBr. Drug 2: CC1C(C(CC(O1)OC2CC(CC3=C2C(=C4C(=C3O)C(=O)C5=C(C4=O)C(=CC=C5)OC)O)(C(=O)CO)O)N)O.Cl. Cell line: HOP-92. Synergy scores: CSS=30.9, Synergy_ZIP=-5.86, Synergy_Bliss=-11.8, Synergy_Loewe=-45.9, Synergy_HSA=-9.83. (6) Drug 1: C(=O)(N)NO. Drug 2: CS(=O)(=O)OCCCCOS(=O)(=O)C. Cell line: OVCAR-4. Synergy scores: CSS=-1.95, Synergy_ZIP=0.602, Synergy_Bliss=0.627, Synergy_Loewe=-2.67, Synergy_HSA=-2.30.